Dataset: Full USPTO retrosynthesis dataset with 1.9M reactions from patents (1976-2016). Task: Predict the reactants needed to synthesize the given product. (1) The reactants are: Br[C:2]1[CH:35]=[CH:34][C:5]([CH2:6][C:7]2[N:8]([C:20]3[CH:25]=[CH:24][C:23]([N:26]4[S:30](=[O:32])(=[O:31])[NH:29][C:28](=[O:33])[CH2:27]4)=[CH:22][CH:21]=3)[CH:9]=[C:10]([C:12]3[CH:17]=[CH:16][C:15]([Cl:18])=[CH:14][C:13]=3[Cl:19])[N:11]=2)=[CH:4][CH:3]=1.[CH2:36]([O:38][C:39]([CH2:41][CH2:42][C:43]1[CH:48]=[CH:47][C:46](B(O)O)=[CH:45][CH:44]=1)=[O:40])[CH3:37]. Given the product [CH2:36]([O:38][C:39](=[O:40])[CH2:41][CH2:42][C:43]1[CH:48]=[CH:47][C:46]([C:2]2[CH:35]=[CH:34][C:5]([CH2:6][C:7]3[N:8]([C:20]4[CH:21]=[CH:22][C:23]([N:26]5[CH2:27][C:28](=[O:33])[NH:29][S:30]5(=[O:31])=[O:32])=[CH:24][CH:25]=4)[CH:9]=[C:10]([C:12]4[CH:17]=[CH:16][C:15]([Cl:18])=[CH:14][C:13]=4[Cl:19])[N:11]=3)=[CH:4][CH:3]=2)=[CH:45][CH:44]=1)[CH3:37], predict the reactants needed to synthesize it. (2) Given the product [CH2:9]1[O:8][C:7]([C:19]2[CH:24]=[CH:23][CH:22]=[CH:21][CH:20]=2)([C:13]2[CH:18]=[CH:17][CH:16]=[CH:15][CH:14]=2)[C:6]2[CH:25]=[C:2]([C:29]3[CH:30]=[CH:31][C:32]([F:33])=[C:27]([Cl:26])[CH:28]=3)[CH:3]=[CH:4][C:5]=2[NH:11][C:10]1=[O:12], predict the reactants needed to synthesize it. The reactants are: Br[C:2]1[CH:3]=[CH:4][C:5]2[NH:11][C:10](=[O:12])[CH2:9][O:8][C:7]([C:19]3[CH:24]=[CH:23][CH:22]=[CH:21][CH:20]=3)([C:13]3[CH:18]=[CH:17][CH:16]=[CH:15][CH:14]=3)[C:6]=2[CH:25]=1.[Cl:26][C:27]1[CH:28]=[C:29](B(O)O)[CH:30]=[CH:31][C:32]=1[F:33].